The task is: Predict which catalyst facilitates the given reaction.. This data is from Catalyst prediction with 721,799 reactions and 888 catalyst types from USPTO. (1) Reactant: [NH2:1][C:2]1[N:7]=[CH:6][C:5]([NH:8][C:9]([O:11][C:12]([CH3:15])([CH3:14])[CH3:13])=[O:10])=[CH:4][N:3]=1.[C:16](Cl)(=[O:26])[C:17]1[C:18](=[CH:22][CH:23]=[CH:24][CH:25]=1)[C:19](Cl)=[O:20]. Product: [C:12]([O:11][C:9]([NH:8][C:5]1[CH:6]=[N:7][C:2]([N:1]2[C:19](=[O:20])[C:18]3[CH:22]=[CH:23][CH:24]=[CH:25][C:17]=3[C:16]2=[O:26])=[N:3][CH:4]=1)=[O:10])([CH3:15])([CH3:14])[CH3:13]. The catalyst class is: 436. (2) Reactant: Br[C:2]1[CH:7]=[CH:6][CH:5]=[CH:4][N:3]=1.[Cl:8][C:9]1[CH:14]=[C:13]([Cl:15])[CH:12]=[CH:11][C:10]=1B(O)O.C([O-])([O-])=O.[K+].[K+]. Product: [Cl:8][C:9]1[CH:14]=[C:13]([Cl:15])[CH:12]=[CH:11][C:10]=1[C:2]1[CH:7]=[CH:6][CH:5]=[CH:4][N:3]=1. The catalyst class is: 398. (3) Reactant: [F:1][C:2]1[CH:3]=[C:4]([CH:16]=[C:17]([F:20])[C:18]=1[F:19])[CH2:5][O:6][CH2:7][C:8]1[O:12][N:11]=[C:10]([C:13]([OH:15])=O)[CH:9]=1.Cl.[O:22]1[CH2:26][CH2:25][CH:24]([CH2:27][NH2:28])[CH2:23]1.C(N(CC)CC)C.ON1C2C=CC=CC=2N=N1.Cl.C(N=C=NCCCN(C)C)C. Product: [O:22]1[CH2:26][CH2:25][CH:24]([CH2:27][NH:28][C:13]([C:10]2[CH:9]=[C:8]([CH2:7][O:6][CH2:5][C:4]3[CH:16]=[C:17]([F:20])[C:18]([F:19])=[C:2]([F:1])[CH:3]=3)[O:12][N:11]=2)=[O:15])[CH2:23]1. The catalyst class is: 22. (4) Reactant: [CH3:1][O:2][C:3]1[CH:8]=[CH:7][C:6]([N:9]([CH3:30])[C:10](=[O:29])[C@@H:11]([NH:21]C(=O)OC(C)(C)C)[CH2:12][C:13]2[CH:18]=[CH:17][CH:16]=[C:15]([CH:19]=[CH2:20])[CH:14]=2)=[CH:5][CH:4]=1.[C:31]([OH:37])([C:33]([F:36])([F:35])[F:34])=[O:32]. Product: [C:31]([OH:37])([C:33]([F:36])([F:35])[F:34])=[O:32].[NH2:21][C@@H:11]([CH2:12][C:13]1[CH:18]=[CH:17][CH:16]=[C:15]([CH:19]=[CH2:20])[CH:14]=1)[C:10]([N:9]([C:6]1[CH:5]=[CH:4][C:3]([O:2][CH3:1])=[CH:8][CH:7]=1)[CH3:30])=[O:29]. The catalyst class is: 2. (5) Reactant: [Br:1][C:2]1[C:3]([C@:8]([NH:23][S@@:24]([C:26]([CH3:29])([CH3:28])[CH3:27])=[O:25])([C:11]2[CH:16]=[CH:15][C:14]([O:17][C:18]([F:21])([F:20])[F:19])=[C:13]([F:22])[CH:12]=2)[CH:9]=[O:10])=[N:4][CH:5]=[CH:6][CH:7]=1.[BH4-].[Na+].O. Product: [Br:1][C:2]1[C:3]([C@:8]([NH:23][S@@:24]([C:26]([CH3:29])([CH3:28])[CH3:27])=[O:25])([C:11]2[CH:16]=[CH:15][C:14]([O:17][C:18]([F:21])([F:19])[F:20])=[C:13]([F:22])[CH:12]=2)[CH2:9][OH:10])=[N:4][CH:5]=[CH:6][CH:7]=1. The catalyst class is: 5. (6) Reactant: [Br:1][C:2]1[CH:7]=[CH:6][C:5]([S:8](Cl)(=[O:10])=[O:9])=[CH:4][CH:3]=1.N1C=CC=CC=1.[CH2:18]([NH2:22])[CH:19]([CH3:21])[CH3:20].Cl. Product: [Br:1][C:2]1[CH:7]=[CH:6][C:5]([S:8]([NH:22][CH2:18][CH:19]([CH3:21])[CH3:20])(=[O:10])=[O:9])=[CH:4][CH:3]=1. The catalyst class is: 2.